Dataset: NCI-60 drug combinations with 297,098 pairs across 59 cell lines. Task: Regression. Given two drug SMILES strings and cell line genomic features, predict the synergy score measuring deviation from expected non-interaction effect. Drug 2: C1C(C(OC1N2C=NC(=NC2=O)N)CO)O. Drug 1: CC1=C(N=C(N=C1N)C(CC(=O)N)NCC(C(=O)N)N)C(=O)NC(C(C2=CN=CN2)OC3C(C(C(C(O3)CO)O)O)OC4C(C(C(C(O4)CO)O)OC(=O)N)O)C(=O)NC(C)C(C(C)C(=O)NC(C(C)O)C(=O)NCCC5=NC(=CS5)C6=NC(=CS6)C(=O)NCCC[S+](C)C)O. Cell line: OVCAR-5. Synergy scores: CSS=21.8, Synergy_ZIP=-10.4, Synergy_Bliss=-2.22, Synergy_Loewe=-0.0133, Synergy_HSA=2.08.